Dataset: Full USPTO retrosynthesis dataset with 1.9M reactions from patents (1976-2016). Task: Predict the reactants needed to synthesize the given product. Given the product [C@@H:6]1([O:24][C:25]2[C:30]3[C:31]([CH2:34][CH2:35][C:36]4[CH:41]=[CH:40][CH:39]=[C:38]([O:42][CH2:43][CH2:44][NH:46][CH:47]([CH2:50][OH:51])[CH2:48][OH:49])[CH:37]=4)=[CH:32][O:33][C:29]=3[CH:28]=[CH:27][CH:26]=2)[O:7][C@H:8]([CH2:19][OH:20])[C@@H:9]([OH:15])[C@H:10]([OH:11])[C@H:5]1[OH:4], predict the reactants needed to synthesize it. The reactants are: C([O:4][C@@H:5]1[C@@H:10]([O:11]C(=O)C)[C@H:9]([O:15]C(=O)C)[C@@H:8]([CH2:19][O:20]C(=O)C)[O:7][C@H:6]1[O:24][C:25]1[C:30]2[C:31]([CH2:34][CH2:35][C:36]3[CH:41]=[CH:40][CH:39]=[C:38]([O:42][CH2:43][CH2:44]O)[CH:37]=3)=[CH:32][O:33][C:29]=2[CH:28]=[CH:27][CH:26]=1)(=O)C.[NH2:46][CH:47]([CH2:50][OH:51])[CH2:48][OH:49].NCCO.